From a dataset of Human liver microsome stability data. Regression/Classification. Given a drug SMILES string, predict its absorption, distribution, metabolism, or excretion properties. Task type varies by dataset: regression for continuous measurements (e.g., permeability, clearance, half-life) or binary classification for categorical outcomes (e.g., BBB penetration, CYP inhibition). Dataset: hlm. (1) The molecule is CCOc1ccccc1C[C@@H](c1ccccc1)N1CCNCC1. The result is 0 (unstable in human liver microsomes). (2) The molecule is O=C(C=Cc1cc(Cl)ccc1-n1cnnn1)N[C@H]1CC=CCCC(=O)Nc2cc(F)ccc2-c2c[nH]c1n2. The result is 1 (stable in human liver microsomes). (3) The drug is CC[C@H]1C[C@@H](C(=O)NCc2cccc(N)n2)CN(Cc2nc(N3CCOCC3)oc2C)C1. The result is 0 (unstable in human liver microsomes). (4) The compound is COc1ccc(S(=O)(=O)N[C@H]2CC[C@@H](N3CCC(c4ccccc4OCC(F)(F)F)CC3)CC2)cc1OC. The result is 0 (unstable in human liver microsomes). (5) The compound is O=C(CCCCCc1cccnc1)NC1CCC(O)CC1. The result is 0 (unstable in human liver microsomes). (6) The molecule is CC(C#Cc1ccccc1)=NN=C(N)NS(=O)(=O)c1cc(C)c(Cl)cc1SCc1ccc(C)cc1. The result is 1 (stable in human liver microsomes). (7) The molecule is NC(C(=O)N1CCN(c2ccc3[nH]ncc3c2)CC1)c1ccc(Br)cc1. The result is 1 (stable in human liver microsomes). (8) The drug is CCN1C(=O)C(c2cc(-c3cn[nH]c3)c(O)cc2O)C(=O)N(c2ccccc2)c2cc(C(F)(F)F)ccc21. The result is 0 (unstable in human liver microsomes).